This data is from Full USPTO retrosynthesis dataset with 1.9M reactions from patents (1976-2016). The task is: Predict the reactants needed to synthesize the given product. (1) Given the product [C:9]1([NH:15][C:16](=[O:17])[O:8][CH2:7][CH2:6][CH2:5][CH2:4][CH2:3][CH2:2][NH2:1])[CH:14]=[CH:13][CH:12]=[CH:11][CH:10]=1, predict the reactants needed to synthesize it. The reactants are: [NH2:1][CH2:2][CH2:3][CH2:4][CH2:5][CH2:6][CH2:7][OH:8].[C:9]1([N:15]=[C:16]=[O:17])[CH:14]=[CH:13][CH:12]=[CH:11][CH:10]=1. (2) The reactants are: [Br:1][C:2]1[CH:10]=[CH:9][C:5]([C:6](Cl)=[O:7])=[CH:4][CH:3]=1.[C:11]1([CH3:18])[C:16]([OH:17])=[CH:15][CH:14]=[CH:13][CH:12]=1.[Al+3].[Cl-].[Cl-].[Cl-].O. Given the product [Br:1][C:2]1[CH:10]=[CH:9][C:5]([C:6]([C:13]2[CH:14]=[CH:15][C:16]([OH:17])=[C:11]([CH3:18])[CH:12]=2)=[O:7])=[CH:4][CH:3]=1, predict the reactants needed to synthesize it. (3) Given the product [Cl:1][C:2]1[CH:3]=[C:4]([N:20]2[C:25](=[O:26])[NH:24][C:23](=[O:27])[CH:22]=[N:21]2)[CH:5]=[C:6]([Cl:19])[C:7]=1[O:8][C:9]1[CH:14]=[C:13]([CH:15]([CH3:17])[CH3:16])[C:12](=[O:18])[NH:11][N:10]=1, predict the reactants needed to synthesize it. The reactants are: [Cl:1][C:2]1[CH:3]=[C:4]([N:20]2[C:25](=[O:26])[NH:24][C:23](=[O:27])[C:22](C(O)=O)=[N:21]2)[CH:5]=[C:6]([Cl:19])[C:7]=1[O:8][C:9]1[CH:14]=[C:13]([CH:15]([CH3:17])[CH3:16])[C:12](=[O:18])[NH:11][N:10]=1.SCC(O)=O.